The task is: Predict which catalyst facilitates the given reaction.. This data is from Catalyst prediction with 721,799 reactions and 888 catalyst types from USPTO. (1) Reactant: [CH3:1][O:2][C:3]1[C:8](B(O)O)=[CH:7][C:6]([C:12]#[N:13])=[CH:5][N:4]=1.[C:14]([O:18][C:19](=[O:29])[NH:20][CH2:21][C:22]1[CH:27]=[CH:26][C:25](Br)=[CH:24][CH:23]=1)([CH3:17])([CH3:16])[CH3:15].C(=O)([O-])[O-].[Na+].[Na+]. Product: [C:14]([O:18][C:19](=[O:29])[NH:20][CH2:21][C:22]1[CH:23]=[CH:24][C:25]([C:8]2[C:3]([O:2][CH3:1])=[N:4][CH:5]=[C:6]([C:12]#[N:13])[CH:7]=2)=[CH:26][CH:27]=1)([CH3:17])([CH3:15])[CH3:16]. The catalyst class is: 104. (2) Reactant: ClC1C=C([C:9]2[N:13]3[C:14]4[N:22]=[C:21]([O:23][CH3:24])[CH:20]=[CH:19][C:15]=4[N:16]=[C:17]([CH3:18])[C:12]3=[C:11]([CH3:25])[N:10]=2)C=C(Cl)C=1.[Cl:26][C:27]1[CH:32]=[CH:31][C:30]([CH3:33])=[CH:29][C:28]=1B(O)O.C([O-])([O-])=O.[K+].[K+]. Product: [Cl:26][C:27]1[CH:32]=[CH:31][C:30]([CH3:33])=[CH:29][C:28]=1[C:9]1[N:13]2[C:14]3[N:22]=[C:21]([O:23][CH3:24])[CH:20]=[CH:19][C:15]=3[N:16]=[C:17]([CH3:18])[C:12]2=[C:11]([CH3:25])[N:10]=1. The catalyst class is: 73. (3) Reactant: [CH3:1][C:2]1[C:6]([CH2:7][S:8][CH2:9][C:10]([OH:12])=O)=[C:5]([CH3:13])[O:4][N:3]=1.Cl.[Br:15][C:16]1[C:17]([CH3:28])=[C:18]([N:22]2[CH2:27][CH2:26][NH:25][CH2:24][CH2:23]2)[CH:19]=[CH:20][CH:21]=1.C(N(CC)CC)C.C(P1(=O)OP(CCC)(=O)OP(CCC)(=O)O1)CC. Product: [Br:15][C:16]1[C:17]([CH3:28])=[C:18]([N:22]2[CH2:27][CH2:26][N:25]([C:10](=[O:12])[CH2:9][S:8][CH2:7][C:6]3[C:2]([CH3:1])=[N:3][O:4][C:5]=3[CH3:13])[CH2:24][CH2:23]2)[CH:19]=[CH:20][CH:21]=1. The catalyst class is: 2.